Dataset: Catalyst prediction with 721,799 reactions and 888 catalyst types from USPTO. Task: Predict which catalyst facilitates the given reaction. Reactant: Br[C:2]1[C:11]2[C:6](=[C:7]([C:14]#[N:15])[CH:8]=[C:9]([O:12][CH3:13])[CH:10]=2)[C:5](=[O:16])[N:4]([C:17]2[CH:22]=[CH:21][C:20]([O:23][CH3:24])=[CH:19][CH:18]=2)[CH:3]=1.C(=O)([O-])[O-].[Cs+].[Cs+].[F:31][C:32]1[CH:33]=[C:34](B2OC(C)(C)C(C)(C)O2)[CH:35]=[CH:36][C:37]=1[C:38]([F:41])([F:40])[F:39]. The catalyst class is: 73. Product: [F:31][C:32]1[CH:33]=[C:34]([C:2]2[C:11]3[C:6](=[C:7]([C:14]#[N:15])[CH:8]=[C:9]([O:12][CH3:13])[CH:10]=3)[C:5](=[O:16])[N:4]([C:17]3[CH:22]=[CH:21][C:20]([O:23][CH3:24])=[CH:19][CH:18]=3)[CH:3]=2)[CH:35]=[CH:36][C:37]=1[C:38]([F:39])([F:40])[F:41].